Dataset: Aqueous solubility values for 9,982 compounds from the AqSolDB database. Task: Regression/Classification. Given a drug SMILES string, predict its absorption, distribution, metabolism, or excretion properties. Task type varies by dataset: regression for continuous measurements (e.g., permeability, clearance, half-life) or binary classification for categorical outcomes (e.g., BBB penetration, CYP inhibition). For this dataset (solubility_aqsoldb), we predict Y. (1) The drug is COP(=S)(OC)Oc1cc(Cl)c(Cl)cc1Cl. The Y is -5.51 log mol/L. (2) The compound is FC(F)Cl. The Y is -1.46 log mol/L. (3) The compound is CC12CCC(=O)C=C1CCC1C2CCC2(C)C(O)CCC12. The Y is -4.02 log mol/L.